Task: Predict the reaction yield, written as a fraction of the theoretical maximum amount of product (1.0 means a 100% yield; for example, 0.34 means a 34% yield).. Dataset: Reaction yield outcomes from USPTO patents with 853,638 reactions The reactants are [CH3:1][Si:2]([CH3:15])([CH3:14])[CH2:3][CH2:4][O:5][CH2:6][N:7]1[CH:11]=[C:10]([C:12]#[N:13])[N:9]=[CH:8]1.C1C(=O)N([Br:23])C(=O)C1.CC(N=NC(C#N)(C)C)(C#N)C. The catalyst is C(Cl)(Cl)(Cl)Cl.CCOC(C)=O. The product is [Br:23][C:8]1[N:7]([CH2:6][O:5][CH2:4][CH2:3][Si:2]([CH3:15])([CH3:14])[CH3:1])[CH:11]=[C:10]([C:12]#[N:13])[N:9]=1. The yield is 0.770.